This data is from Forward reaction prediction with 1.9M reactions from USPTO patents (1976-2016). The task is: Predict the product of the given reaction. (1) Given the reactants [C:1]([NH:4][CH:5]([C:11]([O:13][CH2:14]C)=[O:12])[C:6]([O:8][CH2:9]C)=[O:7])(=[O:3])[CH3:2].[H-].[Na+].[CH2:18]([C:26]1[CH:27]=[C:28]2[C:32](=[CH:33][CH:34]=1)[C:31](=[CH2:35])[C:30](=[O:36])[CH2:29]2)[CH2:19][CH2:20][CH2:21][CH2:22][CH2:23][CH2:24][CH3:25].CCOCC, predict the reaction product. The product is: [CH3:14][O:13][C:11](=[O:12])[C:5]([NH:4][C:1](=[O:3])[CH3:2])([CH2:35][CH:31]1[C:32]2[C:28](=[CH:27][C:26]([CH2:18][CH2:19][CH2:20][CH2:21][CH2:22][CH2:23][CH2:24][CH3:25])=[CH:34][CH:33]=2)[CH2:29][C:30]1=[O:36])[C:6]([O:8][CH3:9])=[O:7]. (2) Given the reactants [BH4-].[Na+].[NH2:3][C:4]1[O:5][CH2:6][C:7]2([N:30]=1)[C@@H:20]1[C@H:15]([CH2:16][CH2:17][C:18](=[O:21])[CH2:19]1)[O:14][C:13]1[C:8]2=[CH:9][C:10]([C:22]2[CH:23]=[N:24][CH:25]=[C:26]([CH:29]=2)[C:27]#[N:28])=[CH:11][CH:12]=1, predict the reaction product. The product is: [NH2:3][C:4]1[O:5][CH2:6][C:7]2([N:30]=1)[C@@H:20]1[C@H:15]([CH2:16][CH2:17][C@H:18]([OH:21])[CH2:19]1)[O:14][C:13]1[C:8]2=[CH:9][C:10]([C:22]2[CH:23]=[N:24][CH:25]=[C:26]([CH:29]=2)[C:27]#[N:28])=[CH:11][CH:12]=1. (3) Given the reactants Br[C:2]1[CH:7]=[C:6]([CH2:8][S:9]([CH3:12])(=[O:11])=[O:10])[CH:5]=[CH:4][C:3]=1[O:13][C:14]1[CH:19]=[CH:18][C:17]([F:20])=[CH:16][C:15]=1[F:21].[CH3:22][C:23]1([CH3:39])[C:27]([CH3:29])([CH3:28])[O:26][B:25]([B:25]2[O:26][C:27]([CH3:29])([CH3:28])[C:23]([CH3:39])([CH3:22])[O:24]2)[O:24]1.C([O-])(=O)C.[K+], predict the reaction product. The product is: [F:21][C:15]1[CH:16]=[C:17]([F:20])[CH:18]=[CH:19][C:14]=1[O:13][C:3]1[CH:4]=[CH:5][C:6]([CH2:8][S:9]([CH3:12])(=[O:11])=[O:10])=[CH:7][C:2]=1[B:25]1[O:26][C:27]([CH3:29])([CH3:28])[C:23]([CH3:39])([CH3:22])[O:24]1.